This data is from Reaction yield outcomes from USPTO patents with 853,638 reactions. The task is: Predict the reaction yield, written as a fraction of the theoretical maximum amount of product (1.0 means a 100% yield; for example, 0.34 means a 34% yield). (1) The reactants are [CH3:1][C:2]1([CH3:32])[CH2:5][CH:4]([CH:6]([NH:20][C:21]2[CH:22]=[N:23][C:24]3[C:29]([CH:30]=2)=[CH:28][C:27]([F:31])=[CH:26][CH:25]=3)[C:7]2[CH:19]=[CH:18][C:10]([C:11]([O:13]C(C)(C)C)=[O:12])=[CH:9][CH:8]=2)[CH2:3]1.FC(F)(F)C(O)=O. The catalyst is C(Cl)Cl. The product is [CH3:1][C:2]1([CH3:32])[CH2:3][CH:4]([CH:6]([NH:20][C:21]2[CH:22]=[N:23][C:24]3[C:29]([CH:30]=2)=[CH:28][C:27]([F:31])=[CH:26][CH:25]=3)[C:7]2[CH:19]=[CH:18][C:10]([C:11]([OH:13])=[O:12])=[CH:9][CH:8]=2)[CH2:5]1. The yield is 0.960. (2) The reactants are [C:1]([O-:4])([O-])=O.[Cs+].[Cs+].F[C:8]1[CH:23]=[CH:22][C:21]([O:24][C:25]([F:28])([F:27])[F:26])=[CH:20][C:9]=1[C:10]([NH:12][C:13]1[CH:18]=[CH:17][NH:16][C:15](=[O:19])[CH:14]=1)=[O:11].[F:29][C:30]1[CH:35]=[CH:34][C:33](O)=[CH:32][C:31]=1C. The catalyst is CN(C=O)C. The product is [F:29][C:30]1[CH:35]=[CH:34][C:1]([O:4][C:8]2[CH:23]=[CH:22][C:21]([O:24][C:25]([F:28])([F:27])[F:26])=[CH:20][C:9]=2[C:10]([NH:12][C:13]2[CH:18]=[CH:17][NH:16][C:15](=[O:19])[CH:14]=2)=[O:11])=[C:32]([CH3:33])[CH:31]=1. The yield is 0.430. (3) The reactants are [CH3:1][O:2][C:3]1[CH:4]=[C:5]2[C:10](=[CH:11][CH:12]=1)[N:9]=[C:8]([C:13]1[CH:22]=[CH:21][C:16]([C:17]([O:19][CH3:20])=[O:18])=[CH:15][CH:14]=1)[CH:7]=[CH:6]2.[Br:23]Br. The catalyst is C(Cl)Cl. The product is [Br:23][C:4]1[C:3]([O:2][CH3:1])=[CH:12][CH:11]=[C:10]2[C:5]=1[CH:6]=[CH:7][C:8]([C:13]1[CH:22]=[CH:21][C:16]([C:17]([O:19][CH3:20])=[O:18])=[CH:15][CH:14]=1)=[N:9]2. The yield is 1.00. (4) The reactants are [NH2:1][C:2]1[CH:7]=[CH:6][CH:5]=[C:4]([NH2:8])[C:3]=1[NH:9][CH2:10][CH2:11][CH2:12][C:13]([O:15][CH2:16][CH3:17])=[O:14].[O:18]1CCC[CH2:19]1. No catalyst specified. The product is [NH2:8][C:4]1[C:3]2[N:9]([CH2:10][CH2:11][CH2:12][C:13]([O:15][CH2:16][CH3:17])=[O:14])[C:19](=[O:18])[NH:1][C:2]=2[CH:7]=[CH:6][CH:5]=1. The yield is 0.680. (5) The reactants are [CH:1]([O:4][C:5]1[C:13]([CH3:14])=[CH:12][CH:11]=[CH:10][C:6]=1[C:7]([OH:9])=O)([CH3:3])[CH3:2].[CH2:15]([O:17][C:18]([C:20]1([NH2:31])[CH2:28][C:27]2[C:22](=[CH:23][C:24]([CH3:30])=[C:25]([CH3:29])[CH:26]=2)[CH2:21]1)=[O:19])[CH3:16].CN(C(ON1N=NC2C=CC=NC1=2)=[N+](C)C)C.F[P-](F)(F)(F)(F)F.CCN(C(C)C)C(C)C. The catalyst is CN(C=O)C. The product is [CH2:15]([O:17][C:18]([C:20]1([NH:31][C:7](=[O:9])[C:6]2[CH:10]=[CH:11][CH:12]=[C:13]([CH3:14])[C:5]=2[O:4][CH:1]([CH3:2])[CH3:3])[CH2:28][C:27]2[C:22](=[CH:23][C:24]([CH3:30])=[C:25]([CH3:29])[CH:26]=2)[CH2:21]1)=[O:19])[CH3:16]. The yield is 0.940. (6) The reactants are Br[C:2]1[C:7]2[S:8][CH:9]=[CH:10][C:6]=2[CH:5]=[CH:4][CH:3]=1.[CH:11]1[C:20]2[C:15](=[CH:16][CH:17]=[CH:18][CH:19]=2)[C:14](B(O)O)=[CH:13][N:12]=1.O1CCOCC1.[O-]P([O-])([O-])=O.[K+].[K+].[K+]. The catalyst is C(Cl)Cl.C1C=CC(P(C2C=CC=CC=2)[C-]2C=CC=C2)=CC=1.C1C=CC(P(C2C=CC=CC=2)[C-]2C=CC=C2)=CC=1.Cl[Pd]Cl.[Fe+2].C(Cl)Cl. The product is [S:8]1[CH:9]=[CH:10][C:6]2[CH:5]=[CH:4][CH:3]=[C:2]([C:14]3[C:15]4[C:20](=[CH:19][CH:18]=[CH:17][CH:16]=4)[CH:11]=[N:12][CH:13]=3)[C:7]1=2. The yield is 0.300.